This data is from NCI-60 drug combinations with 297,098 pairs across 59 cell lines. The task is: Regression. Given two drug SMILES strings and cell line genomic features, predict the synergy score measuring deviation from expected non-interaction effect. Drug 1: CC1=C(C=C(C=C1)C(=O)NC2=CC(=CC(=C2)C(F)(F)F)N3C=C(N=C3)C)NC4=NC=CC(=N4)C5=CN=CC=C5. Drug 2: C1=CN(C=N1)CC(O)(P(=O)(O)O)P(=O)(O)O. Cell line: MCF7. Synergy scores: CSS=-1.09, Synergy_ZIP=0.766, Synergy_Bliss=0.151, Synergy_Loewe=-2.11, Synergy_HSA=-1.60.